Regression. Given two drug SMILES strings and cell line genomic features, predict the synergy score measuring deviation from expected non-interaction effect. From a dataset of NCI-60 drug combinations with 297,098 pairs across 59 cell lines. Drug 1: C1CC(=O)NC(=O)C1N2CC3=C(C2=O)C=CC=C3N. Drug 2: C#CCC(CC1=CN=C2C(=N1)C(=NC(=N2)N)N)C3=CC=C(C=C3)C(=O)NC(CCC(=O)O)C(=O)O. Cell line: NCI/ADR-RES. Synergy scores: CSS=3.15, Synergy_ZIP=-1.58, Synergy_Bliss=-2.49, Synergy_Loewe=-0.598, Synergy_HSA=-2.02.